The task is: Predict the product of the given reaction.. This data is from Forward reaction prediction with 1.9M reactions from USPTO patents (1976-2016). (1) Given the reactants [F:1][C:2]1[CH:7]=[C:6]([I:8])[CH:5]=[CH:4][N:3]=1.C([N-]C(C)C)(C)C.[Li+].[C:17](Cl)(=[O:22])[O:18][CH:19]([CH3:21])[CH3:20].[Cl-].[NH4+], predict the reaction product. The product is: [F:1][C:2]1[N:3]=[CH:4][CH:5]=[C:6]([I:8])[C:7]=1[C:17]([O:18][CH:19]([CH3:21])[CH3:20])=[O:22]. (2) Given the reactants [NH2:1][C:2]1[C:3]([F:22])=[C:4]([C:10]([C:12]2[CH:13]=[C:14]3[C:19](=[CH:20][CH:21]=2)[N:18]=[CH:17][CH:16]=[CH:15]3)=[O:11])[C:5]([F:9])=[C:6]([F:8])[CH:7]=1.CCN(C(C)C)C(C)C.[F:32][C:33]1[CH:34]=[C:35]([CH:39]=[CH:40][CH:41]=1)[C:36](Cl)=[O:37], predict the reaction product. The product is: [F:32][C:33]1[CH:34]=[C:35]([CH:39]=[CH:40][CH:41]=1)[C:36]([NH:1][C:2]1[CH:7]=[C:6]([F:8])[C:5]([F:9])=[C:4]([C:10]([C:12]2[CH:13]=[C:14]3[C:19](=[CH:20][CH:21]=2)[N:18]=[CH:17][CH:16]=[CH:15]3)=[O:11])[C:3]=1[F:22])=[O:37]. (3) Given the reactants [CH2:1]([C:8]1[CH:9]=[N:10][C:11]2[C:16]([C:17]=1[C:18]1[CH:19]=[C:20]([NH2:24])[CH:21]=[CH:22][CH:23]=1)=[CH:15][CH:14]=[CH:13][C:12]=2[C:25]([F:28])([F:27])[F:26])[C:2]1[CH:7]=[CH:6][CH:5]=[CH:4][CH:3]=1.[F:29][C:30]1[C:37]([F:38])=[CH:36][CH:35]=[CH:34][C:31]=1[CH:32]=O, predict the reaction product. The product is: [CH2:1]([C:8]1[CH:9]=[N:10][C:11]2[C:16]([C:17]=1[C:18]1[CH:19]=[C:20]([NH:24][CH2:32][C:31]3[CH:34]=[CH:35][CH:36]=[C:37]([F:38])[C:30]=3[F:29])[CH:21]=[CH:22][CH:23]=1)=[CH:15][CH:14]=[CH:13][C:12]=2[C:25]([F:28])([F:26])[F:27])[C:2]1[CH:3]=[CH:4][CH:5]=[CH:6][CH:7]=1. (4) Given the reactants [CH3:1][CH2:2][C:3]([C:5]1[CH:10]=[CH:9][C:8]([F:11])=[CH:7][C:6]=1[F:12])=[O:4].CC1CCCCC1.Cl.C([O:26][N:27]=O)CCCC, predict the reaction product. The product is: [F:12][C:6]1[CH:7]=[C:8]([F:11])[CH:9]=[CH:10][C:5]=1[C:3](=[O:4])/[C:2](=[N:27]/[OH:26])/[CH3:1].